From a dataset of Forward reaction prediction with 1.9M reactions from USPTO patents (1976-2016). Predict the product of the given reaction. Given the reactants [NH2:1][C:2]1[C:7]([C:8]([OH:10])=O)=[CH:6][N:5]=[CH:4][CH:3]=1.Cl.CN.C(Cl)CCl.C1C=CC2N(O)N=[N:24][C:22]=2C=1.CCN(C(C)C)C(C)C, predict the reaction product. The product is: [NH2:1][C:2]1[C:7]([C:8]([NH:24][CH3:22])=[O:10])=[CH:6][N:5]=[CH:4][CH:3]=1.